Dataset: Full USPTO retrosynthesis dataset with 1.9M reactions from patents (1976-2016). Task: Predict the reactants needed to synthesize the given product. Given the product [F:2][C:3]1[CH:8]=[CH:7][C:6]([NH:9][C:10]2[CH:15]=[CH:14][N:13]=[C:12]([NH:16][C:17]3[CH:22]=[CH:21][C:20]([S:23]([N:34]([CH2:35][C:36]#[CH:37])[CH:31]4[CH2:32][CH2:33][N:28]([CH3:27])[CH2:29][CH2:30]4)(=[O:25])=[O:24])=[CH:19][CH:18]=3)[N:11]=2)=[CH:5][CH:4]=1, predict the reactants needed to synthesize it. The reactants are: Cl.[F:2][C:3]1[CH:8]=[CH:7][C:6]([NH:9][C:10]2[CH:15]=[CH:14][N:13]=[C:12]([NH:16][C:17]3[CH:22]=[CH:21][C:20]([S:23](Cl)(=[O:25])=[O:24])=[CH:19][CH:18]=3)[N:11]=2)=[CH:5][CH:4]=1.[CH3:27][N:28]1[CH2:33][CH2:32][CH:31]([NH:34][CH2:35][C:36]#[CH:37])[CH2:30][CH2:29]1.